Dataset: Forward reaction prediction with 1.9M reactions from USPTO patents (1976-2016). Task: Predict the product of the given reaction. Given the reactants [Br:1][C:2]1[C:9]([F:10])=[CH:8][C:5]([CH:6]=O)=[C:4]([F:11])[CH:3]=1.Cl.[CH3:13][C@H:14]1[CH2:19][O:18][CH2:17][CH2:16][NH:15]1.C(O[BH-](OC(=O)C)OC(=O)C)(=O)C.[Na+].C(N(CC)CC)C.C([O-])(O)=O.[Na+], predict the reaction product. The product is: [Br:1][C:2]1[C:9]([F:10])=[CH:8][C:5]([CH2:6][N:15]2[CH2:16][CH2:17][O:18][CH2:19][C@@H:14]2[CH3:13])=[C:4]([F:11])[CH:3]=1.